This data is from CYP2D6 inhibition data for predicting drug metabolism from PubChem BioAssay. The task is: Regression/Classification. Given a drug SMILES string, predict its absorption, distribution, metabolism, or excretion properties. Task type varies by dataset: regression for continuous measurements (e.g., permeability, clearance, half-life) or binary classification for categorical outcomes (e.g., BBB penetration, CYP inhibition). Dataset: cyp2d6_veith. (1) The compound is CCOc1c2ccc(C(=O)NCCCCc3ccccc3)cc2nn1C. The result is 1 (inhibitor). (2) The drug is Cc1ccc([C@@H](O)c2cnc(C)n2Cc2ccccc2)cc1. The result is 1 (inhibitor). (3) The molecule is Cc1nn2c([nH]c(=O)c3ccccc32)c1C=O. The result is 0 (non-inhibitor).